Dataset: Reaction yield outcomes from USPTO patents with 853,638 reactions. Task: Predict the reaction yield, written as a fraction of the theoretical maximum amount of product (1.0 means a 100% yield; for example, 0.34 means a 34% yield). (1) The yield is 0.950. The catalyst is C1COCC1. The reactants are [H-].[H-].[H-].[H-].[Li+].[Al+3].[CH2:7]([O:9][C:10]1([O:21][CH2:22][CH3:23])[CH2:15][NH:14][CH:13]([C:16](OCC)=[O:17])[CH2:12][CH2:11]1)[CH3:8]. The product is [CH2:22]([O:21][C:10]1([O:9][CH2:7][CH3:8])[CH2:15][NH:14][CH:13]([CH2:16][OH:17])[CH2:12][CH2:11]1)[CH3:23]. (2) The reactants are [OH:1][C:2]1[CH:10]=[C:9]([O:11][CH3:12])[CH:8]=[CH:7][C:3]=1[C:4]([OH:6])=[O:5].C(=O)([O-])[O-].[K+].[K+].[C:19](Cl)(=[O:23])[C:20]([CH3:22])=[O:21].Cl. The catalyst is CC(C)=O. The product is [CH3:12][O:11][C:9]1[CH:8]=[CH:7][C:3]([C:4]([OH:6])=[O:5])=[C:2]([O:1][C:19](=[O:23])[C:20](=[O:21])[CH3:22])[CH:10]=1. The yield is 0.318. (3) The reactants are [OH:1][C:2]1[CH:7]=[CH:6][C:5]([CH2:8][C:9]([O:11][CH2:12][CH3:13])=[O:10])=[CH:4][CH:3]=1.CO.S(Cl)([Cl:19])(=O)=O. The catalyst is C(Cl)Cl. The product is [Cl:19][C:7]1[CH:6]=[C:5]([CH2:8][C:9]([O:11][CH2:12][CH3:13])=[O:10])[CH:4]=[CH:3][C:2]=1[OH:1]. The yield is 0.600. (4) The catalyst is C(Cl)Cl. The reactants are [CH3:1][O:2][C:3]1[CH:8]=[CH:7][C:6]([C:9]([F:12])([F:11])[F:10])=[CH:5][C:4]=1[N:13]=[C:14]=[O:15].[NH2:16][C:17]1[CH:34]=[CH:33][C:20]([O:21][C:22]2[CH:23]=[C:24]3[C:28](=[CH:29][CH:30]=2)[C:27](=[O:31])[NH:26][C:25]3=[O:32])=[CH:19][CH:18]=1.CO. The product is [CH3:1][O:2][C:3]1[CH:8]=[CH:7][C:6]([C:9]([F:12])([F:11])[F:10])=[CH:5][C:4]=1[NH:13][C:14]([NH:16][C:17]1[CH:18]=[CH:19][C:20]([O:21][C:22]2[CH:23]=[C:24]3[C:28](=[CH:29][CH:30]=2)[C:27](=[O:31])[NH:26][C:25]3=[O:32])=[CH:33][CH:34]=1)=[O:15]. The yield is 0.960. (5) The reactants are [CH3:1][O:2][C:3]([C:5]1([C:8]2[CH:13]=[CH:12][C:11]([OH:14])=[C:10]([OH:15])[CH:9]=2)[CH2:7][CH2:6]1)=[O:4].CC1C=[CH:19][C:20](S(O)(=O)=O)=[CH:21][CH:22]=1.C1(=O)CCC1. The catalyst is C1(C)C=CC=CC=1. The product is [C:19]12([O:14][C:11]3[CH:12]=[CH:13][C:8]([C:5]4([C:3]([O:2][CH3:1])=[O:4])[CH2:7][CH2:6]4)=[CH:9][C:10]=3[O:15]1)[CH2:20][CH2:21][CH2:22]2. The yield is 0.500. (6) The reactants are [CH3:1][C:2]1[N:7]=[C:6]2[S:8][C:9]3[CH2:14][CH2:13][CH2:12][CH2:11][C:10]=3[C:5]2=[C:4]([C:15]2[CH:20]=[CH:19][C:18]([CH3:21])=[CH:17][CH:16]=2)[C:3]=1[CH2:22][C:23]([O:25][CH2:26][CH3:27])=[O:24].[Li+].C[Si]([N-][Si](C)(C)C)(C)C.[CH2:38]1[CH2:42]O[CH2:40][CH2:39]1.BrCC1CC1. The catalyst is CN(C=O)C. The product is [CH3:1][C:2]1[N:7]=[C:6]2[S:8][C:9]3[CH2:14][CH2:13][CH2:12][CH2:11][C:10]=3[C:5]2=[C:4]([C:15]2[CH:16]=[CH:17][C:18]([CH3:21])=[CH:19][CH:20]=2)[C:3]=1[CH:22]([CH2:40][CH:39]1[CH2:42][CH2:38]1)[C:23]([O:25][CH2:26][CH3:27])=[O:24]. The yield is 0.160. (7) The reactants are [CH3:1][C:2]1([CH3:23])[CH2:6][C:5]2[CH:7]=[CH:8][CH:9]=[C:10]([NH:11][C:12]3[O:13][CH2:14][C:15]4[CH:21]=[C:20]([NH2:22])[CH:19]=[CH:18][C:16]=4[N:17]=3)[C:4]=2[O:3]1.[CH:24]([N:27]=[C:28]=[O:29])([CH3:26])[CH3:25]. No catalyst specified. The product is [CH3:1][C:2]1([CH3:23])[CH2:6][C:5]2[CH:7]=[CH:8][CH:9]=[C:10]([NH:11][C:12]3[O:13][CH2:14][C:15]4[CH:21]=[C:20]([NH:22][C:28]([NH:27][CH:24]([CH3:26])[CH3:25])=[O:29])[CH:19]=[CH:18][C:16]=4[N:17]=3)[C:4]=2[O:3]1. The yield is 0.680.